This data is from Catalyst prediction with 721,799 reactions and 888 catalyst types from USPTO. The task is: Predict which catalyst facilitates the given reaction. Reactant: [Cl:1][C:2]1[CH:11]=[C:10]2[C:5]([C:6]([N:20]3[CH2:25][CH2:24][N:23](C(OC(C)(C)C)=O)[CH2:22][CH2:21]3)=[CH:7][C:8]([NH:12]C(OC(C)(C)C)=O)=[N:9]2)=[CH:4][CH:3]=1.C(O)(C(F)(F)F)=O. Product: [Cl:1][C:2]1[CH:11]=[C:10]2[C:5]([C:6]([N:20]3[CH2:25][CH2:24][NH:23][CH2:22][CH2:21]3)=[CH:7][C:8]([NH2:12])=[N:9]2)=[CH:4][CH:3]=1. The catalyst class is: 2.